Dataset: Forward reaction prediction with 1.9M reactions from USPTO patents (1976-2016). Task: Predict the product of the given reaction. (1) Given the reactants [F:1][C:2]1[CH:3]=[C:4]([CH:14]([NH:16][C:17]([C:19]2[N:20]=[C:21](Cl)[O:22][CH:23]=2)=[O:18])[CH3:15])[CH:5]=[C:6]([F:13])[C:7]=1[NH:8][S:9]([CH3:12])(=[O:11])=[O:10].[CH:25]([C:28]1[CH:29]=[C:30](B(O)O)[CH:31]=[CH:32][CH:33]=1)([CH3:27])[CH3:26], predict the reaction product. The product is: [F:1][C:2]1[CH:3]=[C:4]([CH:14]([NH:16][C:17]([C:19]2[N:20]=[C:21]([C:32]3[CH:31]=[CH:30][CH:29]=[C:28]([CH:25]([CH3:27])[CH3:26])[CH:33]=3)[O:22][CH:23]=2)=[O:18])[CH3:15])[CH:5]=[C:6]([F:13])[C:7]=1[NH:8][S:9]([CH3:12])(=[O:11])=[O:10]. (2) Given the reactants [OH:1][CH2:2][C:3]([C@@H:5]([C@@H:7]([C@@H:9]([CH2:11][OH:12])[OH:10])[OH:8])[OH:6])=[O:4].OCC([C@H]([C@H]([C@@H](CO)O)O)O)=O.OCC([C@@H]([C@H]([C@@H](CO)O)O)O)=O.OCC([C@@H]([C@H]([C@H](CO)O)O)O)=O.OCC([C@H]([C@H]([C@H](CO)O)O)O)=O.OCC([C@@H]([C@@H]([C@H](CO)O)O)O)=O.OCC([C@H]([C@@H]([C@H](CO)O)O)O)=O, predict the reaction product. The product is: [OH:1][CH2:2][C:3]([C@H:5]([C@@H:7]([C@@H:9]([CH2:11][OH:12])[OH:10])[OH:8])[OH:6])=[O:4]. (3) The product is: [Br:28][C:11]1[C:10]2[C:5](=[C:6]([C:14]([O:16][CH3:17])=[O:15])[CH:7]=[CH:8][CH:9]=2)[N:4]=[C:3]([C:2]([F:25])([F:1])[C:18]2[CH:23]=[CH:22][C:21]([F:24])=[CH:20][N:19]=2)[N:12]=1. Given the reactants [F:1][C:2]([F:25])([C:18]1[CH:23]=[CH:22][C:21]([F:24])=[CH:20][N:19]=1)[C:3]1[NH:12][C:11](=O)[C:10]2[C:5](=[C:6]([C:14]([O:16][CH3:17])=[O:15])[CH:7]=[CH:8][CH:9]=2)[N:4]=1.P(Br)(Br)([Br:28])=O.CN(C=O)C, predict the reaction product. (4) Given the reactants [CH:1]1([C:4]2[CH:5]=[CH:6][C:7]([C:15]([OH:17])=O)=[N:8][C:9]=2[O:10][CH2:11][CH:12]2[CH2:14][CH2:13]2)[CH2:3][CH2:2]1.[CH3:18][NH:19][C:20]([CH3:23])([CH3:22])[CH3:21].CN(C(ON1N=NC2C=CC=CC1=2)=[N+](C)C)C.[B-](F)(F)(F)F.CCN(C(C)C)C(C)C, predict the reaction product. The product is: [C:20]([N:19]([CH3:18])[C:15]([C:7]1[CH:6]=[CH:5][C:4]([CH:1]2[CH2:2][CH2:3]2)=[C:9]([O:10][CH2:11][CH:12]2[CH2:13][CH2:14]2)[N:8]=1)=[O:17])([CH3:23])([CH3:22])[CH3:21]. (5) Given the reactants Br[C:2]1[CH:7]=[CH:6][C:5]([Br:8])=[CH:4][CH:3]=1.[Li][CH2:10][CH2:11][CH2:12][CH3:13].C1(/C=[N:21]/[S@:22]([C:24]([CH3:27])([CH3:26])[CH3:25])=[O:23])CCCCC1.[CH2:28]1[CH2:32]OC[CH2:29]1, predict the reaction product. The product is: [Br:8][C:5]1[CH:6]=[CH:7][C:2]([CH:10]([CH2:25][C:24]([CH3:27])([S@@:22]([NH2:21])=[O:23])[CH3:26])[CH:11]2[CH2:32][CH2:28][CH2:29][CH2:13][CH2:12]2)=[CH:3][CH:4]=1.